Dataset: Catalyst prediction with 721,799 reactions and 888 catalyst types from USPTO. Task: Predict which catalyst facilitates the given reaction. Reactant: [Cl:1][C:2]1[CH:10]=[CH:9][C:5]([C:6]([OH:8])=O)=[C:4]([NH:11][CH2:12][CH3:13])[N:3]=1.CCN=C=NCCCN(C)C.C1C=CC2N(O)N=NC=2C=1.CCN(C(C)C)C(C)C.[CH3:44][C:45]([NH2:49])([C:47]#[CH:48])[CH3:46]. Product: [Cl:1][C:2]1[CH:10]=[CH:9][C:5]([C:6]([NH:49][C:45]([CH3:46])([C:47]#[CH:48])[CH3:44])=[O:8])=[C:4]([NH:11][CH2:12][CH3:13])[N:3]=1. The catalyst class is: 2.